The task is: Regression. Given two drug SMILES strings and cell line genomic features, predict the synergy score measuring deviation from expected non-interaction effect.. This data is from NCI-60 drug combinations with 297,098 pairs across 59 cell lines. Drug 1: COC1=C(C=C2C(=C1)N=CN=C2NC3=CC(=C(C=C3)F)Cl)OCCCN4CCOCC4. Drug 2: COC1=CC(=CC(=C1O)OC)C2C3C(COC3=O)C(C4=CC5=C(C=C24)OCO5)OC6C(C(C7C(O6)COC(O7)C8=CC=CS8)O)O. Cell line: SF-539. Synergy scores: CSS=58.5, Synergy_ZIP=2.74, Synergy_Bliss=7.28, Synergy_Loewe=0.400, Synergy_HSA=10.0.